From a dataset of Reaction yield outcomes from USPTO patents with 853,638 reactions. Predict the reaction yield, written as a fraction of the theoretical maximum amount of product (1.0 means a 100% yield; for example, 0.34 means a 34% yield). (1) The reactants are CS(C)=O.[CH2:5]([N:7]([C:15]1[S:27][C@@H:26]2[C@@H:17]([C@@H:18]3[C@@H:23]([C@@H:24]([CH2:28][OH:29])[O:25]2)[O:22][C:21]([O:31][CH3:32])([CH3:30])[C:20]([O:34][CH3:35])([CH3:33])[O:19]3)[N:16]=1)[C:8](=[O:14])[O:9][C:10]([CH3:13])([CH3:12])[CH3:11])[CH3:6].C(N(CC)CC)C. The catalyst is ClCCl. The product is [CH2:5]([N:7]([C:15]1[S:27][C@@H:26]2[C@@H:17]([C@@H:18]3[C@@H:23]([C@@H:24]([CH:28]=[O:29])[O:25]2)[O:22][C:21]([O:31][CH3:32])([CH3:30])[C:20]([O:34][CH3:35])([CH3:33])[O:19]3)[N:16]=1)[C:8](=[O:14])[O:9][C:10]([CH3:11])([CH3:13])[CH3:12])[CH3:6]. The yield is 0.600. (2) The reactants are NC1C=CC(F)=C([C@]2(C(F)F)[C@@H]3[C@@H](C3)OC(NC(=O)OC(C)(C)C)=N2)C=1.ClC1C=CC(C(=O)C(F)(F)F)=NC=1.C(N(CC)CC)C.[H-].[Al+3].[Li+].[H-].[H-].[H-].[Cl:53][C:54]1[CH:55]=[CH:56][C:57]([C@@H:60]([NH:65][C:66]2[CH:67]=[CH:68][C:69]([F:90])=[C:70]([C@:72]3([CH:87]([F:89])[F:88])[C@@H:78]4[C@@H:76]([CH2:77]4)[O:75][C:74]([NH:79][C:80](=[O:86])[O:81][C:82]([CH3:85])([CH3:84])[CH3:83])=[N:73]3)[CH:71]=2)[C:61]([F:64])([F:63])[F:62])=[N:58][CH:59]=1. The catalyst is C(Cl)Cl.[Cl-].[Ti+4].[Cl-].[Cl-].[Cl-]. The product is [Cl:53][C:54]1[CH:55]=[CH:56][C:57]([C@H:60]([NH:65][C:66]2[CH:67]=[CH:68][C:69]([F:90])=[C:70]([C@:72]3([CH:87]([F:89])[F:88])[C@@H:78]4[C@@H:76]([CH2:77]4)[O:75][C:74]([NH:79][C:80](=[O:86])[O:81][C:82]([CH3:85])([CH3:83])[CH3:84])=[N:73]3)[CH:71]=2)[C:61]([F:64])([F:62])[F:63])=[N:58][CH:59]=1. The yield is 0.380. (3) The yield is 0.790. The product is [CH2:9]([S:10][C:12]1[CH:17]=[C:16]([C:18]2[S:22][C:21]([C:23]3[CH:24]=[CH:25][C:26]([S:29]([CH3:32])(=[O:30])=[O:31])=[CH:27][CH:28]=3)=[N:20][C:19]=2[C:33]2[CH:38]=[CH:37][CH:36]=[C:35]([CH3:39])[CH:34]=2)[CH:15]=[CH:14][N:13]=1)[C:3]1[CH:8]=[CH:7][CH:6]=[CH:5][CH:4]=1. The catalyst is CCCCCC.CN(C)C=O. The reactants are [H-].[Na+].[C:3]1([CH2:9][SH:10])[CH:8]=[CH:7][CH:6]=[CH:5][CH:4]=1.F[C:12]1[CH:17]=[C:16]([C:18]2[S:22][C:21]([C:23]3[CH:28]=[CH:27][C:26]([S:29]([CH3:32])(=[O:31])=[O:30])=[CH:25][CH:24]=3)=[N:20][C:19]=2[C:33]2[CH:38]=[CH:37][CH:36]=[C:35]([CH3:39])[CH:34]=2)[CH:15]=[CH:14][N:13]=1.[OH-].[Na+]. (4) The yield is 0.420. The catalyst is Cl.N.N1C=CC=CC=1.S([O-])([O-])(=O)=O.[Cu+2].C(OCC)(=O)C. The reactants are N([O-])=O.[Na+].[CH2:5]([N:7]([CH2:15][CH3:16])[C:8]1[CH:13]=[CH:12][C:11]([NH2:14])=[CH:10][CH:9]=1)[CH3:6].S(=O)(=O)([O-])N.[NH4+:22].C([O-])(=O)C.[Na+].[C:28]1([NH2:35])[CH:33]=[CH:32][CH:31]=[C:30]([NH2:34])[CH:29]=1.[OH-].[Na+]. The product is [CH2:15]([N:7]([CH2:5][CH3:6])[C:8]1[CH:13]=[CH:12][C:11]([N:14]2[N:22]=[C:31]3[CH:32]=[CH:33][C:28]([NH2:35])=[CH:29][C:30]3=[N:34]2)=[CH:10][CH:9]=1)[CH3:16]. (5) The reactants are [CH:1]1N=C[N:3]([C:6]([N:8]2C=N[CH:10]=[CH:9]2)=[O:7])[CH:2]=1.[CH3:13][O:14][C:15]1[CH:16]=C([CH:20]=[C:21]([O:25][CH3:26])[C:22]=1[O:23][CH3:24])CN.NC1[CH:36]=[CH:35][C:31]([C:32]([OH:34])=[O:33])=[CH:30][CH:29]=1. The catalyst is [OH-].[Na+]. The product is [CH3:26][O:25][C:21]1[CH:20]=[C:10]([CH:16]=[C:15]([O:14][CH3:13])[C:22]=1[O:23][CH3:24])[CH2:9][NH:8][C:6](=[O:7])[NH:3][CH2:2][C:1]1[CH:36]=[CH:35][C:31]([C:32]([OH:34])=[O:33])=[CH:30][CH:29]=1. The yield is 0.946. (6) The reactants are [C:1]([C:5]1[CH:9]=[C:8]([NH2:10])[N:7]([C:11]2[CH:21]=[CH:20][C:14]([C:15]([O:17][CH2:18][CH3:19])=[O:16])=[CH:13][CH:12]=2)[N:6]=1)([CH3:4])([CH3:3])[CH3:2].N(C1C=CC(C(OCC)=O)=CC=1)N.C(CC#N)(=O)C(C)(C)C.[Cl:44][C:45]1[CH:50]=[CH:49][CH:48]=[C:47]([N:51]=[C:52]=[O:53])[C:46]=1[Cl:54]. No catalyst specified. The product is [C:1]([C:5]1[CH:9]=[C:8]([NH:10][C:52]([NH:51][C:47]2[CH:48]=[CH:49][CH:50]=[C:45]([Cl:44])[C:46]=2[Cl:54])=[O:53])[N:7]([C:11]2[CH:12]=[CH:13][C:14]([C:15]([O:17][CH2:18][CH3:19])=[O:16])=[CH:20][CH:21]=2)[N:6]=1)([CH3:2])([CH3:4])[CH3:3]. The yield is 0.480.